Dataset: Forward reaction prediction with 1.9M reactions from USPTO patents (1976-2016). Task: Predict the product of the given reaction. (1) Given the reactants Br[C:2]1[N:3]=[C:4]2[C:10]([C:11]([C:13]3([CH3:19])[CH2:18][CH2:17][CH2:16][CH2:15][CH2:14]3)=[O:12])=[CH:9][NH:8][C:5]2=[N:6][CH:7]=1.[N:20]1([C:25]2[CH:26]=[C:27](B(O)O)[CH:28]=[CH:29][CH:30]=2)[CH2:24][CH2:23][CH2:22][CH2:21]1.C([O-])([O-])=O.[K+].[K+].O1CCOCC1, predict the reaction product. The product is: [CH3:19][C:13]1([C:11]([C:10]2[C:4]3[C:5](=[N:6][CH:7]=[C:2]([C:27]4[CH:28]=[CH:29][CH:30]=[C:25]([N:20]5[CH2:21][CH2:22][CH2:23][CH2:24]5)[CH:26]=4)[N:3]=3)[NH:8][CH:9]=2)=[O:12])[CH2:18][CH2:17][CH2:16][CH2:15][CH2:14]1. (2) Given the reactants [Cl:1][C:2]1[CH:8]=[CH:7][C:5]([NH2:6])=[CH:4][CH:3]=1.[O:9]1[CH2:12][C:11](=O)[CH2:10]1.C([BH3-])#N.[Na+], predict the reaction product. The product is: [Cl:1][C:2]1[CH:8]=[CH:7][C:5]([NH:6][CH:11]2[CH2:12][O:9][CH2:10]2)=[CH:4][CH:3]=1. (3) Given the reactants [N:1]([C:4]1[CH:11]=[CH:10][C:7]([C:8]#[N:9])=[C:6]([C:12]([F:15])([F:14])[F:13])[CH:5]=1)=[C:2]=[S:3].[CH3:16][C:17]1[CH:22]=[CH:21][C:20]([NH:23][C:24]2([C:28]#[N:29])[CH2:27][CH2:26][CH2:25]2)=[CH:19][CH:18]=1, predict the reaction product. The product is: [NH:29]=[C:28]1[C:24]2([CH2:27][CH2:26][CH2:25]2)[N:23]([C:20]2[CH:19]=[CH:18][C:17]([CH3:16])=[CH:22][CH:21]=2)[C:2](=[S:3])[N:1]1[C:4]1[CH:11]=[CH:10][C:7]([C:8]#[N:9])=[C:6]([C:12]([F:13])([F:15])[F:14])[CH:5]=1. (4) Given the reactants [Cl:1][C:2]1[C:20]([C:21]([F:24])([F:23])[F:22])=[CH:19][CH:18]=[CH:17][C:3]=1[CH2:4][NH:5][C:6](=O)[CH:7]([C:9]1[CH:14]=[CH:13][C:12]([Cl:15])=[CH:11][CH:10]=1)[CH3:8].ClC1C(C(F)(F)F)=CC=CC=1CNCC(C1C=CC=CC=1Cl)C, predict the reaction product. The product is: [Cl:1][C:2]1[C:20]([C:21]([F:24])([F:22])[F:23])=[CH:19][CH:18]=[CH:17][C:3]=1[CH2:4][NH:5][CH2:6][CH:7]([C:9]1[CH:10]=[CH:11][C:12]([Cl:15])=[CH:13][CH:14]=1)[CH3:8]. (5) Given the reactants [CH2:1]([O:8][C:9]1[N:14]=[CH:13][C:12]([C:15]2[CH:20]=[CH:19][C:18]([CH2:21][C:22]([NH2:24])=[O:23])=[CH:17][C:16]=2[F:25])=[C:11]([O:26][CH2:27][CH3:28])[CH:10]=1)[C:2]1[CH:7]=[CH:6][CH:5]=[CH:4][CH:3]=1.Br[C:30]1[CH:37]=[CH:36][C:33]([C:34]#[N:35])=[C:32]([C:38]([F:41])([F:40])[F:39])[CH:31]=1.CC1(C)C2C(=C(P(C3C=CC=CC=3)C3C=CC=CC=3)C=CC=2)OC2C(P(C3C=CC=CC=3)C3C=CC=CC=3)=CC=CC1=2.C([O-])([O-])=O.[Cs+].[Cs+], predict the reaction product. The product is: [CH2:1]([O:8][C:9]1[N:14]=[CH:13][C:12]([C:15]2[CH:20]=[CH:19][C:18]([CH2:21][C:22]([NH:24][C:30]3[CH:37]=[CH:36][C:33]([C:34]#[N:35])=[C:32]([C:38]([F:39])([F:40])[F:41])[CH:31]=3)=[O:23])=[CH:17][C:16]=2[F:25])=[C:11]([O:26][CH2:27][CH3:28])[CH:10]=1)[C:2]1[CH:3]=[CH:4][CH:5]=[CH:6][CH:7]=1. (6) Given the reactants [NH:1]1[CH:5]=[C:4]([C:6]2[CH2:7][CH:8]([N:11]([CH2:24][CH3:25])[C:12]3[CH:19]=[CH:18][C:15]([C:16]#[N:17])=[C:14]([C:20]([F:23])([F:22])[F:21])[CH:13]=3)[CH2:9][CH:10]=2)[N:3]=[CH:2]1.[C:26]1([CH3:36])[CH:31]=[CH:30][C:29]([S:32](Cl)(=[O:34])=[O:33])=[CH:28][CH:27]=1, predict the reaction product. The product is: [CH2:24]([N:11]([CH:8]1[CH2:9][CH:10]=[C:6]([C:4]2[N:3]=[CH:2][N:1]([S:32]([C:29]3[CH:30]=[CH:31][C:26]([CH3:36])=[CH:27][CH:28]=3)(=[O:34])=[O:33])[CH:5]=2)[CH2:7]1)[C:12]1[CH:19]=[CH:18][C:15]([C:16]#[N:17])=[C:14]([C:20]([F:21])([F:22])[F:23])[CH:13]=1)[CH3:25]. (7) Given the reactants Cl.[C:2]1([CH:8]2[O:12][N:11]=[C:10]([C:13]3[N:14]=[C:15]([C:18]4[CH2:19][CH2:20][NH:21][CH2:22][CH:23]=4)[S:16][CH:17]=3)[CH2:9]2)[CH:7]=[CH:6][CH:5]=[CH:4][CH:3]=1.[CH3:24][C:25]1[N:29]([CH2:30][C:31](O)=[O:32])[N:28]=[C:27]([C:34]([F:37])([F:36])[F:35])[CH:26]=1.CN(C)CCCN=C=NCC.ON1C2C=CC=CC=2N=N1.C(N(CC)CC)C, predict the reaction product. The product is: [C:2]1([CH:8]2[O:12][N:11]=[C:10]([C:13]3[N:14]=[C:15]([C:18]4[CH2:19][CH2:20][N:21]([C:31](=[O:32])[CH2:30][N:29]5[C:25]([CH3:24])=[CH:26][C:27]([C:34]([F:37])([F:36])[F:35])=[N:28]5)[CH2:22][CH:23]=4)[S:16][CH:17]=3)[CH2:9]2)[CH:3]=[CH:4][CH:5]=[CH:6][CH:7]=1.